This data is from Catalyst prediction with 721,799 reactions and 888 catalyst types from USPTO. The task is: Predict which catalyst facilitates the given reaction. (1) Reactant: [CH3:1][CH2:2][C:3]([C:5]1[CH:10]=[CH:9][C:8]([F:11])=[CH:7][C:6]=1[F:12])=[O:4].[Br:13]Br. Product: [Br:13][CH:2]([CH3:1])[C:3]([C:5]1[CH:10]=[CH:9][C:8]([F:11])=[CH:7][C:6]=1[F:12])=[O:4]. The catalyst class is: 22. (2) The catalyst class is: 1. Product: [CH3:19][C:16]1[CH:17]=[CH:18][C:13]([CH2:12][NH:9][C:10]([NH:2][CH:3]2[CH2:8][CH2:7][O:6][C:4]2=[O:5])=[O:11])=[CH:14][CH:15]=1. Reactant: Br.[NH2:2][CH:3]1[CH2:8][CH2:7][O:6][C:4]1=[O:5].[N:9]([CH2:12][C:13]1[CH:18]=[CH:17][C:16]([CH3:19])=[CH:15][CH:14]=1)=[C:10]=[O:11].C(N(CC)C(C)C)(C)C. (3) Reactant: [C:1](#[N:3])C.[Cl:4][C:5]1[CH:6]=[CH:7][C:8]2[N:14]3[CH:15]=[CH:16][CH:17]=[C:13]3[C@@H:12]([CH2:18][CH2:19][C:20]([O:22][CH3:23])=[O:21])[O:11][C@H:10]([C:24]3[CH:29]=[CH:28][CH:27]=[C:26]([O:30][CH3:31])[C:25]=3[O:32][CH3:33])[C:9]=2[CH:34]=1.CN(C)C=O.ClS(N=C=O)(=O)=O. Product: [Cl:4][C:5]1[CH:6]=[CH:7][C:8]2[N:14]3[C:15]([C:1]#[N:3])=[CH:16][CH:17]=[C:13]3[C@@H:12]([CH2:18][CH2:19][C:20]([O:22][CH3:23])=[O:21])[O:11][C@H:10]([C:24]3[CH:29]=[CH:28][CH:27]=[C:26]([O:30][CH3:31])[C:25]=3[O:32][CH3:33])[C:9]=2[CH:34]=1. The catalyst class is: 6. (4) Reactant: Cl[C:2]1[C:7]([C:8]#[N:9])=[C:6]([CH3:10])[CH:5]=[C:4](Cl)[N:3]=1.C(N(CC)CC)C.[H][H]. Product: [CH3:10][C:6]1[CH:5]=[CH:4][N:3]=[CH:2][C:7]=1[C:8]#[N:9]. The catalyst class is: 29.